This data is from Full USPTO retrosynthesis dataset with 1.9M reactions from patents (1976-2016). The task is: Predict the reactants needed to synthesize the given product. (1) The reactants are: [CH3:1][O:2][C:3]1[C:12]([N:13]2[C:17]([C:18]([F:21])([F:20])[F:19])=[N:16][N:15]=[N:14]2)=[CH:11][CH:10]=[C:9]([O:22][CH3:23])[C:4]=1[C:5](OC)=[O:6].[H-].C([Al+]CC(C)C)C(C)C.Cl. Given the product [CH3:1][O:2][C:3]1[C:12]([N:13]2[C:17]([C:18]([F:21])([F:20])[F:19])=[N:16][N:15]=[N:14]2)=[CH:11][CH:10]=[C:9]([O:22][CH3:23])[C:4]=1[CH2:5][OH:6], predict the reactants needed to synthesize it. (2) Given the product [Br:1][C:2]1[CH:3]=[C:4]([CH:9]=[C:10]([Cl:13])[C:11]=1[Cl:12])[C:5]([OH:7])=[O:6], predict the reactants needed to synthesize it. The reactants are: [Br:1][C:2]1[CH:3]=[C:4]([CH:9]=[C:10]([Cl:13])[C:11]=1[Cl:12])[C:5]([O:7]C)=[O:6].O[Li].O.Cl. (3) Given the product [Si:20]([O:19][CH2:18][CH2:17][C@@:12]1([C:14]([N:68]2[CH2:67][CH2:66][C:65]3[N:64]=[CH:63][C:62]([C:61]([F:60])([F:72])[F:73])=[CH:71][C:70]=3[CH2:69]2)=[O:16])[CH2:13][C@H:9]([NH:8][C:6](=[O:7])[O:5][C:1]([CH3:4])([CH3:2])[CH3:3])[CH:10]=[CH:11]1)([C:23]([CH3:26])([CH3:25])[CH3:24])([CH3:21])[CH3:22], predict the reactants needed to synthesize it. The reactants are: [C:1]([O:5][C:6]([NH:8][C@H:9]1[CH2:13][C@@:12]([CH2:17][CH2:18][O:19][Si:20]([C:23]([CH3:26])([CH3:25])[CH3:24])([CH3:22])[CH3:21])([C:14]([OH:16])=O)[CH:11]=[CH:10]1)=[O:7])([CH3:4])([CH3:3])[CH3:2].C1C=C2N=NN(O)C2=CC=1.O.CCN=C=NCCCN(C)C.CCN(C(C)C)C(C)C.Cl.Cl.[F:60][C:61]([F:73])([F:72])[C:62]1[CH:63]=[N:64][C:65]2[CH2:66][CH2:67][NH:68][CH2:69][C:70]=2[CH:71]=1.C([O-])(O)=O.[Na+]. (4) Given the product [F:48][C:47]([S:44]([O:26][C:18]1[C:17]2[C:22](=[CH:23][C:24]([CH3:25])=[C:15]([O:14][CH3:13])[CH:16]=2)[CH2:27][CH2:20][CH:19]=1)(=[O:46])=[O:45])([F:50])[F:49], predict the reactants needed to synthesize it. The reactants are: N[C@H](C(O)=O)CC1C=NC=CC=1.[CH3:13][O:14][C:15]1[CH:16]=[C:17]2[C:22](=[CH:23][C:24]=1[CH3:25])O[CH2:20][CH2:19][C:18]2=[O:26].[CH3:27][Si](C)(C)N[Si](C)(C)C.[Li].C1C=CC(N([S:44]([C:47]([F:50])([F:49])[F:48])(=[O:46])=[O:45])[S:44]([C:47]([F:50])([F:49])[F:48])(=[O:46])=[O:45])=CC=1.